Task: Predict the reaction yield, written as a fraction of the theoretical maximum amount of product (1.0 means a 100% yield; for example, 0.34 means a 34% yield).. Dataset: Reaction yield outcomes from USPTO patents with 853,638 reactions (1) The reactants are Cl[C:2]1[N:7]=[C:6](Cl)[C:5]([F:9])=[CH:4][N:3]=1.[N+:10]([C:13]1[CH:14]=[C:15]([CH:17]=[CH:18][CH:19]=1)[NH2:16])([O-:12])=[O:11]. The catalyst is CO.O. The product is [N+:10]([C:13]1[CH:14]=[C:15]([NH:16][C:2]2[N:7]=[C:6]([NH:16][C:15]3[CH:17]=[CH:18][CH:19]=[C:13]([N+:10]([O-:12])=[O:11])[CH:14]=3)[C:5]([F:9])=[CH:4][N:3]=2)[CH:17]=[CH:18][CH:19]=1)([O-:12])=[O:11]. The yield is 0.760. (2) The reactants are [NH2:1][C:2]1[CH:3]=[CH:4][C:5]([O:18][CH3:19])=[C:6]([NH:8][C:9]([NH:11][C:12]2[CH:17]=[N:16][CH:15]=[CH:14][N:13]=2)=[O:10])[CH:7]=1.[F:20][C:21]([F:33])([F:32])[C:22]([N:24]1[CH2:31][CH2:30][CH2:29][C@H:25]1[C:26](Cl)=[O:27])=[O:23]. The catalyst is N1C=CC=CC=1. The product is [CH3:19][O:18][C:5]1[CH:4]=[CH:3][C:2]([NH:1][C:26]([C@@H:25]2[CH2:29][CH2:30][CH2:31][N:24]2[C:22](=[O:23])[C:21]([F:33])([F:20])[F:32])=[O:27])=[CH:7][C:6]=1[NH:8][C:9]([NH:11][C:12]1[CH:17]=[N:16][CH:15]=[CH:14][N:13]=1)=[O:10]. The yield is 0.170. (3) The reactants are C1(P(C2C=CC=CC=2)C2C=CC=CC=2)C=CC=CC=1.[NH:20]1[CH2:25][CH2:24][CH2:23][CH2:22][CH:21]1[CH:26](O)[CH3:27].CCOC(/N=N/C(OCC)=O)=O.O1CCCCC1[N:47]1[C:55]2[C:50](=[CH:51][C:52]([C:56]3[N:60]=[CH:59][N:58](C(C4C=CC=CC=4)(C4C=CC=CC=4)C4C=CC=CC=4)[N:57]=3)=[CH:53][CH:54]=2)[C:49]([C:80]2[CH:81]=[C:82]([OH:86])[CH:83]=[CH:84][CH:85]=2)=[N:48]1.Cl. The catalyst is O1CCCC1. The product is [NH:57]1[C:56]([C:52]2[CH:51]=[C:50]3[C:55](=[CH:54][CH:53]=2)[NH:47][N:48]=[C:49]3[C:80]2[CH:85]=[CH:84][CH:83]=[C:82]([O:86][CH2:27][CH2:26][CH:21]3[CH2:22][CH2:23][CH2:24][CH2:25][NH:20]3)[CH:81]=2)=[N:60][CH:59]=[N:58]1. The yield is 0.480. (4) The reactants are C(OC(=O)[NH:7][CH2:8][CH:9]1[CH2:14][CH2:13][CH2:12][N:11]([C:15]2[C:24]3[C:19](=[CH:20][CH:21]=[CH:22][CH:23]=3)[C:18]([C:25]#[N:26])=[CH:17][CH:16]=2)[CH2:10]1)(C)(C)C.C(O)(C(F)(F)F)=O. The catalyst is ClCCl. The product is [NH2:7][CH2:8][CH:9]1[CH2:14][CH2:13][CH2:12][N:11]([C:15]2[C:24]3[C:19](=[CH:20][CH:21]=[CH:22][CH:23]=3)[C:18]([C:25]#[N:26])=[CH:17][CH:16]=2)[CH2:10]1. The yield is 0.970. (5) The reactants are [CH2:1]([O:3][C:4]([C:6]1[C:7](=[O:29])[C:8]2[CH:13]=[N:12][C:11](S(C)(=O)=O)=[N:10][C:9]=2[N:18]([C:20]2[CH:21]=[C:22]3[C:26](=[CH:27][CH:28]=2)[CH2:25][CH2:24][CH2:23]3)[CH:19]=1)=[O:5])[CH3:2].OC(C(F)(F)F)=O.OC(C(F)(F)F)=O.[NH2:44][C:45]1[CH:50]=[CH:49][C:48]([CH:51]2[CH2:56][CH2:55][N:54]([C:57](=[O:62])[CH2:58][N:59]([CH3:61])[CH3:60])[CH2:53][CH2:52]2)=[CH:47][CH:46]=1. The catalyst is CC(O)C. The product is [CH2:1]([O:3][C:4]([C:6]1[C:7](=[O:29])[C:8]2[CH:13]=[N:12][C:11]([NH:44][C:45]3[CH:50]=[CH:49][C:48]([CH:51]4[CH2:52][CH2:53][N:54]([C:57](=[O:62])[CH2:58][N:59]([CH3:60])[CH3:61])[CH2:55][CH2:56]4)=[CH:47][CH:46]=3)=[N:10][C:9]=2[N:18]([C:20]2[CH:21]=[C:22]3[C:26](=[CH:27][CH:28]=2)[CH2:25][CH2:24][CH2:23]3)[CH:19]=1)=[O:5])[CH3:2]. The yield is 0.800. (6) The reactants are [F:1][C:2]1[CH:3]=[CH:4][C:5]2[CH2:15][CH2:14][C:9]3=[N:10][CH:11]=[CH:12][CH:13]=[C:8]3[CH:7]([N:16]=[C:17]=[S:18])[C:6]=2[CH:19]=1.[Cl:20][C:21]1[CH:22]=[C:23]([C:29]([OH:31])=[O:30])[CH:24]=[N:25][C:26]=1[NH:27][NH2:28]. The catalyst is CC(N(C)C)=O. The product is [Cl:20][C:21]1[CH:22]=[C:23]([C:29]([OH:31])=[O:30])[CH:24]=[N:25][C:26]=1[NH:27][NH:28][C:17]([NH:16][CH:7]1[C:8]2[C:9](=[N:10][CH:11]=[CH:12][CH:13]=2)[CH2:14][CH2:15][C:5]2[CH:4]=[CH:3][C:2]([F:1])=[CH:19][C:6]1=2)=[S:18]. The yield is 0.900. (7) The reactants are ClC(OCC(C)C)=[O:3].[C:9]([N:16]([CH2:18][C:19]([OH:21])=[O:20])[CH3:17])([O:11][C:12]([CH3:15])([CH3:14])[CH3:13])=[O:10].CN1CCOCC1.[CH2:29]([NH2:39])[C:30]1[CH:38]=[CH:37][C:36]2[O:35][CH2:34][O:33][C:32]=2[CH:31]=1. The catalyst is C1COCC1. The product is [C:29]([NH2:39])(=[O:3])[C:30]1[CH:38]=[CH:37][C:36]2[O:35][CH2:34][O:33][C:32]=2[CH:31]=1.[C:9]([N:16]([CH2:18][C:19]([OH:21])=[O:20])[CH3:17])([O:11][C:12]([CH3:14])([CH3:15])[CH3:13])=[O:10]. The yield is 0.950.